From a dataset of CYP1A2 inhibition data for predicting drug metabolism from PubChem BioAssay. Regression/Classification. Given a drug SMILES string, predict its absorption, distribution, metabolism, or excretion properties. Task type varies by dataset: regression for continuous measurements (e.g., permeability, clearance, half-life) or binary classification for categorical outcomes (e.g., BBB penetration, CYP inhibition). Dataset: cyp1a2_veith. The molecule is CCc1cc2c(=O)c(-c3nc4ccccc4[nH]3)coc2cc1OC(=O)N1CCOCC1. The result is 0 (non-inhibitor).